This data is from Forward reaction prediction with 1.9M reactions from USPTO patents (1976-2016). The task is: Predict the product of the given reaction. (1) The product is: [NH2:29][C:27]1[S:28][C:24]([C@H:12]2[CH2:17][CH2:16][CH2:15][C@H:14]([C:18]3[S:22][C:21]([NH:23][C:8](=[O:10])[CH2:7][C:2]4[CH:3]=[CH:4][CH:5]=[CH:6][N:1]=4)=[N:20][N:19]=3)[CH2:13]2)=[N:25][N:26]=1. Given the reactants [N:1]1[CH:6]=[CH:5][CH:4]=[CH:3][C:2]=1[CH2:7][C:8]([O:10]C)=O.[C@H:12]1([C:24]2[S:28][C:27]([NH2:29])=[N:26][N:25]=2)[CH2:17][CH2:16][CH2:15][C@H:14]([C:18]2[S:22][C:21]([NH2:23])=[N:20][N:19]=2)[CH2:13]1.C(=O)([O-])[O-].[Cs+].[Cs+], predict the reaction product. (2) Given the reactants [F:1][C:2]1[CH:7]=[CH:6][C:5]([S:8]([C:11]2[CH:12]=[CH:13][C:14]([CH2:21][CH2:22][CH3:23])=[C:15]([S:17](Cl)(=[O:19])=[O:18])[CH:16]=2)(=[O:10])=[O:9])=[CH:4][CH:3]=1.[N:24]1([CH2:29][CH2:30][CH2:31][NH2:32])[CH:28]=[CH:27][N:26]=[CH:25]1, predict the reaction product. The product is: [F:1][C:2]1[CH:7]=[CH:6][C:5]([S:8]([C:11]2[CH:12]=[CH:13][C:14]([CH2:21][CH2:22][CH3:23])=[C:15]([S:17]([NH:32][CH2:31][CH2:30][CH2:29][N:24]3[CH:28]=[CH:27][N:26]=[CH:25]3)(=[O:19])=[O:18])[CH:16]=2)(=[O:10])=[O:9])=[CH:4][CH:3]=1. (3) Given the reactants [C:1]([C:3]1[CH:4]=[C:5]([C:9]2([CH2:28][O:29][CH2:30][CH:31]=[CH2:32])[C:13](=[O:14])[N:12]([C:15]3[CH:22]=[CH:21][C:18]([C:19]#[N:20])=[C:17]([C:23]([F:26])([F:25])[F:24])[CH:16]=3)[C:11](=[O:27])[NH:10]2)[CH:6]=[CH:7][CH:8]=1)#[N:2].[C:33](=O)([O-])[O-].[K+].[K+].CI, predict the reaction product. The product is: [C:1]([C:3]1[CH:4]=[C:5]([C:9]2([CH2:28][O:29][CH2:30][CH:31]=[CH2:32])[C:13](=[O:14])[N:12]([C:15]3[CH:22]=[CH:21][C:18]([C:19]#[N:20])=[C:17]([C:23]([F:26])([F:24])[F:25])[CH:16]=3)[C:11](=[O:27])[N:10]2[CH3:33])[CH:6]=[CH:7][CH:8]=1)#[N:2]. (4) Given the reactants [CH3:1][O:2][C:3](=[O:33])/[CH:4]=[CH:5]/[C:6]1[CH:7]=[CH:8][C:9]2[O:26][C:13]3([CH2:18][CH2:17][N:16](C(OC(C)(C)C)=O)[CH2:15][CH2:14]3)[N:12]([CH2:27][CH2:28][CH2:29][CH3:30])[C:11](=[O:31])[C:10]=2[CH:32]=1.[ClH:34], predict the reaction product. The product is: [ClH:34].[CH3:1][O:2][C:3](=[O:33])/[CH:4]=[CH:5]/[C:6]1[CH:7]=[CH:8][C:9]2[O:26][C:13]3([CH2:18][CH2:17][NH:16][CH2:15][CH2:14]3)[N:12]([CH2:27][CH2:28][CH2:29][CH3:30])[C:11](=[O:31])[C:10]=2[CH:32]=1. (5) The product is: [CH3:13][C:14]([CH3:18])([CH3:17])[C:15]#[C:16][C:2]1[CH:7]=[C:6]([N+:8]([O-:10])=[O:9])[CH:5]=[C:4]([F:11])[C:3]=1[NH2:12]. Given the reactants Br[C:2]1[CH:7]=[C:6]([N+:8]([O-:10])=[O:9])[CH:5]=[C:4]([F:11])[C:3]=1[NH2:12].[CH3:13][C:14]([CH3:18])([CH3:17])[C:15]#[CH:16], predict the reaction product. (6) Given the reactants I[CH2:2][CH2:3][CH:4]1[CH2:13][C:12]2[C:7](=[CH:8][CH:9]=[CH:10][CH:11]=2)[N:6]([CH2:14][C:15]2[CH:20]=[CH:19][C:18]([O:21][CH3:22])=[CH:17][CH:16]=2)[C:5]1=[O:23].[Li+].C[Si]([N-][Si](C)(C)C)(C)C, predict the reaction product. The product is: [CH3:22][O:21][C:18]1[CH:19]=[CH:20][C:15]([CH2:14][N:6]2[C:7]3[C:12](=[CH:11][CH:10]=[CH:9][CH:8]=3)[CH2:13][C:4]3([CH2:2][CH2:3]3)[C:5]2=[O:23])=[CH:16][CH:17]=1. (7) Given the reactants [Cl:1][C:2]1[CH:3]=[C:4]([OH:9])[CH:5]=[N:6][C:7]=1[Cl:8].C([O-])([O-])=O.[K+].[K+].[F:16][CH2:17]I.[NH4+].[Cl-], predict the reaction product. The product is: [Cl:8][C:7]1[C:2]([Cl:1])=[CH:3][C:4]([O:9][CH2:17][F:16])=[CH:5][N:6]=1. (8) The product is: [Cl:9][C:10]1[N:15]=[C:14]([C:16]2[CH:21]=[CH:20][C:19]([Cl:22])=[CH:18][CH:17]=2)[C:13]([O:6][CH2:1][C:2]([F:5])([F:4])[F:3])=[CH:12][CH:11]=1. Given the reactants [CH2:1]([OH:6])[C:2]([F:5])([F:4])[F:3].[H-].[Na+].[Cl:9][C:10]1[N:15]=[C:14]([C:16]2[CH:21]=[CH:20][C:19]([Cl:22])=[CH:18][CH:17]=2)[C:13](F)=[CH:12][CH:11]=1, predict the reaction product.